Dataset: Full USPTO retrosynthesis dataset with 1.9M reactions from patents (1976-2016). Task: Predict the reactants needed to synthesize the given product. (1) Given the product [CH:14]1([C:12]2[NH:11][N:10]=[C:9]([NH:8][C:5]3[N:4]=[C:3]([NH:17][CH:18]4[CH2:25][CH:21]5[CH2:22][N:23]([C:39](=[O:52])[CH2:38][C:37]#[N:36])[CH2:24][CH:20]5[CH2:19]4)[C:2]([O:30][CH3:29])=[CH:7][N:6]=3)[CH:13]=2)[CH2:16][CH2:15]1, predict the reactants needed to synthesize it. The reactants are: Cl[C:2]1[C:3]([NH:17][CH:18]2[CH2:25][CH:21]3[CH2:22][NH:23][CH2:24][CH:20]3[CH2:19]2)=[N:4][C:5]([NH:8][C:9]2[CH:13]=[C:12]([CH:14]3[CH2:16][CH2:15]3)[NH:11][N:10]=2)=[N:6][CH:7]=1.C(C[C:29](O)=[O:30])#N.CCN=C=[N:36][CH2:37][CH2:38][CH2:39]N(C)C.C1C=NC2N([OH:52])N=NC=2C=1. (2) Given the product [N:36]([CH2:15][CH:13]1[CH2:14][CH:9]([O:8][Si:1]([C:4]([CH3:7])([CH3:6])[CH3:5])([CH3:3])[CH3:2])[CH2:10][N:11]([C:17]([O:19][C:20]([CH3:23])([CH3:22])[CH3:21])=[O:18])[CH2:12]1)=[N+:37]=[N-:38], predict the reactants needed to synthesize it. The reactants are: [Si:1]([O:8][CH:9]1[CH2:14][CH:13]([CH2:15]O)[CH2:12][N:11]([C:17]([O:19][C:20]([CH3:23])([CH3:22])[CH3:21])=[O:18])[CH2:10]1)([C:4]([CH3:7])([CH3:6])[CH3:5])([CH3:3])[CH3:2].C(N(CC)CC)C.CS(Cl)(=O)=O.[N-:36]=[N+:37]=[N-:38].[Na+]. (3) Given the product [F:12][C:7]1[CH:8]=[CH:9][CH:10]=[CH:11][C:6]=1[C@@H:2]1[NH:1][C:15](=[O:14])[C@H:16]([CH2:18][CH:19]([CH3:21])[CH3:20])[NH:17][CH2:3]1, predict the reactants needed to synthesize it. The reactants are: [NH2:1][CH:2]([C:6]1[CH:11]=[CH:10][CH:9]=[CH:8][C:7]=1[F:12])[C:3](O)=O.C[O:14][C:15](=O)[C@H:16]([CH2:18][CH:19]([CH3:21])[CH3:20])[NH2:17].C([C@@H]1NC[C@H](CC(C)C)NC1=O)C(C)C. (4) Given the product [Cl:12][C:13]1[N:18]=[C:17]([N:1]2[C:9]3[C:4](=[CH:5][CH:6]=[CH:7][CH:8]=3)[CH:3]=[CH:2]2)[C:16]([F:20])=[CH:15][N:14]=1, predict the reactants needed to synthesize it. The reactants are: [NH:1]1[C:9]2[C:4](=[CH:5][CH:6]=[CH:7][CH:8]=2)[CH:3]=[CH:2]1.[H-].[Na+].[Cl:12][C:13]1[N:18]=[C:17](Cl)[C:16]([F:20])=[CH:15][N:14]=1.O. (5) Given the product [CH3:4][C:2]([Si:5]([CH3:22])([CH3:23])[O:6][CH2:7][CH2:8][CH2:9][C:10]1[C:19]2[CH:18]=[CH:17][CH:16]=[C:15]([C:20](=[NH:21])[NH:33][OH:34])[C:14]=2[CH:13]=[CH:12][N:11]=1)([CH3:1])[CH3:3], predict the reactants needed to synthesize it. The reactants are: [CH3:1][C:2]([Si:5]([CH3:23])([CH3:22])[O:6][CH2:7][CH2:8][CH2:9][C:10]1[C:19]2[CH:18]=[CH:17][CH:16]=[C:15]([C:20]#[N:21])[C:14]=2[CH:13]=[CH:12][N:11]=1)([CH3:4])[CH3:3].C(O)C.C(=O)(O)[O-].[Na+].Cl.[NH2:33][OH:34].